This data is from Forward reaction prediction with 1.9M reactions from USPTO patents (1976-2016). The task is: Predict the product of the given reaction. Given the reactants [CH2:1]([O:3][C:4]([C:6]1[C:14]2[C:9](=[CH:10][CH:11]=[C:12]([OH:15])[CH:13]=2)[N:8]([C:16]2[CH:21]=[CH:20][C:19]([N:22]([CH2:25][CH3:26])[CH2:23][CH3:24])=[CH:18][CH:17]=2)[C:7]=1[CH2:27][C:28]([O:30][CH2:31][CH3:32])=[O:29])=[O:5])[CH3:2].[Cl:33][C:34]1[CH:39]=[CH:38][C:37](B(O)O)=[CH:36][CH:35]=1, predict the reaction product. The product is: [CH2:1]([O:3][C:4]([C:6]1[C:14]2[C:9](=[CH:10][CH:11]=[C:12]([O:15][C:37]3[CH:38]=[CH:39][C:34]([Cl:33])=[CH:35][CH:36]=3)[CH:13]=2)[N:8]([C:16]2[CH:21]=[CH:20][C:19]([N:22]([CH2:25][CH3:26])[CH2:23][CH3:24])=[CH:18][CH:17]=2)[C:7]=1[CH2:27][C:28]([O:30][CH2:31][CH3:32])=[O:29])=[O:5])[CH3:2].